This data is from Forward reaction prediction with 1.9M reactions from USPTO patents (1976-2016). The task is: Predict the product of the given reaction. (1) Given the reactants [Cl-].[Al+3].[Cl-].[Cl-].[C:5]1(=[O:15])[O:10][C:8](=O)[C:7]2=[CH:11][CH:12]=[CH:13][CH:14]=[C:6]12.Cl, predict the reaction product. The product is: [CH2:8]([C:7]1[CH:11]=[CH:12][CH:13]=[CH:14][C:6]=1[C:5]([OH:10])=[O:15])[C:6]1[CH:7]=[CH:11][CH:12]=[CH:13][CH:14]=1. (2) Given the reactants C[C:2]1[C:3](C)=[C:4](O)[C:5]([C:11](=[O:18])[C:12]2[CH:17]=[CH:16][CH:15]=[CH:14][CH:13]=2)=[C:6]([C:8]#[C:9]C)[CH:7]=1.[OH-].[Na+], predict the reaction product. The product is: [C:8]([C:6]1[CH:7]=[CH:2][CH:3]=[CH:4][C:5]=1[C:11]([C:12]1[CH:13]=[CH:14][CH:15]=[CH:16][CH:17]=1)=[O:18])#[CH:9]. (3) Given the reactants C(OC([N:11]1[CH2:16][CH2:15][N:14]([CH:17]2[CH2:22][CH2:21][N:20]([C:23]3[CH:28]=[CH:27][C:26]([NH:29][C:30]4[N:35]=[CH:34][C:33]5=[CH:36][CH:37]=[C:38]([C:39]6[CH:44]=[CH:43][CH:42]=[CH:41][C:40]=6[O:45][CH3:46])[N:32]5[N:31]=4)=[C:25]([O:47][CH3:48])[CH:24]=3)[CH2:19][CH2:18]2)[CH2:13][CH2:12]1)=O)C1C=CC=CC=1.Br.CC(O)=O, predict the reaction product. The product is: [CH3:46][O:45][C:40]1[CH:41]=[CH:42][CH:43]=[CH:44][C:39]=1[C:38]1[N:32]2[C:33]([CH:34]=[N:35][C:30]([NH:29][C:26]3[CH:27]=[CH:28][C:23]([N:20]4[CH2:21][CH2:22][CH:17]([N:14]5[CH2:13][CH2:12][NH:11][CH2:16][CH2:15]5)[CH2:18][CH2:19]4)=[CH:24][C:25]=3[O:47][CH3:48])=[N:31]2)=[CH:36][CH:37]=1.